Dataset: Forward reaction prediction with 1.9M reactions from USPTO patents (1976-2016). Task: Predict the product of the given reaction. (1) Given the reactants [CH2:1]([O:3][C:4](=[O:16])[CH2:5][C:6]1[C:10]2[CH:11]=[CH:12][C:13]([OH:15])=[CH:14][C:9]=2[S:8][CH:7]=1)[CH3:2].CN(C=O)C.[Cl:22][C:23]1[CH:30]=[C:29]([Cl:31])[CH:28]=[CH:27][C:24]=1[CH2:25]Cl.C([O-])([O-])=O.[K+].[K+], predict the reaction product. The product is: [CH2:1]([O:3][C:4](=[O:16])[CH2:5][C:6]1[C:10]2[CH:11]=[CH:12][C:13]([O:15][CH2:25][C:24]3[CH:27]=[CH:28][C:29]([Cl:31])=[CH:30][C:23]=3[Cl:22])=[CH:14][C:9]=2[S:8][CH:7]=1)[CH3:2]. (2) Given the reactants [NH2:1][C:2]1[C:3]([C:9]([NH:11][NH:12][C:13]([C:15]2[S:16][CH:17]=[CH:18][C:19]=2[CH3:20])=[O:14])=O)=[N:4][C:5]([Br:8])=[CH:6][N:7]=1.CCN(C(C)C)C(C)C.BrP(Br)(C1C=CC=CC=1)(C1C=CC=CC=1)C1C=CC=CC=1, predict the reaction product. The product is: [Br:8][C:5]1[N:4]=[C:3]([C:9]2[O:14][C:13]([C:15]3[S:16][CH:17]=[CH:18][C:19]=3[CH3:20])=[N:12][N:11]=2)[C:2]([NH2:1])=[N:7][CH:6]=1. (3) The product is: [N+:1]([C:4]1[CH:5]=[C:6]([C:12]2[O:13][C:14]3[CH:20]=[CH:19][C:18]([C:25]4[CH:24]=[C:23]([F:22])[CH:28]=[C:27]([F:29])[CH:26]=4)=[CH:17][C:15]=3[N:16]=2)[CH:7]=[CH:8][C:9]=1[O:10][CH3:11])([O-:3])=[O:2]. Given the reactants [N+:1]([C:4]1[CH:5]=[C:6]([C:12]2[O:13][C:14]3[CH:20]=[CH:19][C:18](Br)=[CH:17][C:15]=3[N:16]=2)[CH:7]=[CH:8][C:9]=1[O:10][CH3:11])([O-:3])=[O:2].[F:22][C:23]1[CH:24]=[C:25](B(O)O)[CH:26]=[C:27]([F:29])[CH:28]=1, predict the reaction product. (4) Given the reactants [NH2:1][C@H:2]1[CH2:7][CH2:6][N:5]([C:8]2[CH:9]=[C:10]([CH:15]=[CH:16][CH:17]=2)[C:11]([O:13][CH3:14])=[O:12])[CH2:4][C@H:3]1[O:18][CH2:19][CH3:20].[Cl:21][C:22]1[N:23]=[C:24]([C:29](O)=[O:30])[NH:25][C:26]=1[CH2:27][CH3:28].CCN=C=NCCCN(C)C.Cl.C1C=CC2N(O)N=NC=2C=1, predict the reaction product. The product is: [Cl:21][C:22]1[N:23]=[C:24]([C:29]([NH:1][C@H:2]2[CH2:7][CH2:6][N:5]([C:8]3[CH:9]=[C:10]([CH:15]=[CH:16][CH:17]=3)[C:11]([O:13][CH3:14])=[O:12])[CH2:4][C@H:3]2[O:18][CH2:19][CH3:20])=[O:30])[NH:25][C:26]=1[CH2:27][CH3:28]. (5) The product is: [NH2:16][CH:15]([CH2:14][C:13]1[CH:20]=[CH:21][C:10]([N+:7]([O-:9])=[O:8])=[CH:11][CH:12]=1)[CH2:17][OH:18]. Given the reactants [H-].[Al+3].[Li+].[H-].[H-].[H-].[N+:7]([C:10]1[CH:21]=[CH:20][C:13]([CH2:14][CH:15]([C:17](O)=[O:18])[NH2:16])=[CH:12][CH:11]=1)([O-:9])=[O:8].O.[OH-].[Na+], predict the reaction product.